This data is from Full USPTO retrosynthesis dataset with 1.9M reactions from patents (1976-2016). The task is: Predict the reactants needed to synthesize the given product. Given the product [CH:38]1([NH:33][CH2:10][C@@H:9]([OH:12])[C@H:8]([C:4]2[CH:5]=[CH:6][CH:7]=[C:2]([F:1])[CH:3]=2)[N:13]2[C:21]3[C:16](=[CH:17][CH:18]=[CH:19][CH:20]=3)[CH:15]=[CH:14]2)[CH2:36][CH2:37]1, predict the reactants needed to synthesize it. The reactants are: [F:1][C:2]1[CH:3]=[C:4]([C@H:8]([N:13]2[C:21]3[C:16](=[CH:17][CH:18]=[CH:19][CH:20]=3)[CH:15]=[CH:14]2)[C@H:9]([OH:12])[CH2:10]O)[CH:5]=[CH:6][CH:7]=1.C1(C)C=CC(S(Cl)(=O)=O)=CC=1.[N:33]1[CH:38]=[CH:37][CH:36]=CC=1.